Dataset: Catalyst prediction with 721,799 reactions and 888 catalyst types from USPTO. Task: Predict which catalyst facilitates the given reaction. Reactant: [Br:1][C:2]1[C:10]2[C:5](=[CH:6][C:7]([N+:11]([O-])=O)=[CH:8][CH:9]=2)[N:4]([C:14]([C:16]2[C:21]([C:22]([F:25])([F:24])[F:23])=[CH:20][CH:19]=[CH:18][C:17]=2[Cl:26])=[O:15])[N:3]=1.Cl[Sn]Cl. Product: [NH2:11][C:7]1[CH:6]=[C:5]2[C:10]([C:2]([Br:1])=[N:3][N:4]2[C:14]([C:16]2[C:21]([C:22]([F:25])([F:24])[F:23])=[CH:20][CH:19]=[CH:18][C:17]=2[Cl:26])=[O:15])=[CH:9][CH:8]=1. The catalyst class is: 14.